This data is from Forward reaction prediction with 1.9M reactions from USPTO patents (1976-2016). The task is: Predict the product of the given reaction. The product is: [F:1][C@H:2]1[CH2:6][NH:5][C@H:4]([C:14]([NH:15][C:16]2[CH:21]=[N:20][CH:19]=[CH:18][N:17]=2)=[O:22])[CH2:3]1. Given the reactants [F:1][C@H:2]1[CH2:6][N:5](C(OC(C)(C)C)=O)[C@H:4]([C:14](=[O:22])[NH:15][C:16]2[CH:21]=[N:20][CH:19]=[CH:18][N:17]=2)[CH2:3]1.C(O)(C(F)(F)F)=O, predict the reaction product.